Dataset: Catalyst prediction with 721,799 reactions and 888 catalyst types from USPTO. Task: Predict which catalyst facilitates the given reaction. (1) Reactant: O=[C:2]1[C@@H:8]2[CH2:9][CH2:10][C@H:11]([C:13]([OH:15])=[O:14])[CH2:12][N:7]2[C:6](=[O:16])[C:5]2[CH:17]=[CH:18][CH:19]=[CH:20][C:4]=2[NH:3]1.[BH4-].[Na+].FC(F)(F)C(O)=O. Product: [O:16]=[C:6]1[C:5]2[CH:17]=[CH:18][CH:19]=[CH:20][C:4]=2[NH:3][CH2:2][C@@H:8]2[CH2:9][CH2:10][C@H:11]([C:13]([OH:15])=[O:14])[CH2:12][N:7]12. The catalyst class is: 57. (2) The catalyst class is: 19. Product: [NH2:22][C@H:12]1[C:11]2[C:16](=[CH:7][N:8]=[CH:9][CH:10]=2)[N:15]([C:17](=[O:19])[CH3:18])[C@@H:14]([CH3:20])[C@@H:13]1[CH3:21]. Reactant: FC(F)(F)S(O[C:7]1[N:8]=[CH:9][CH:10]=[C:11]2[C:16]=1[N:15]([C:17](=[O:19])[CH3:18])[CH:14]([CH3:20])[CH:13]([CH3:21])[CH:12]2[NH:22]C(OCC1C=CC=CC=1)=O)(=O)=O. (3) Reactant: [CH2:1]([O:3][C:4](=[O:31])[CH2:5][O:6][C:7]1[CH:12]=[CH:11][C:10]([S:13][C:14]2[CH:19]=[C:18]([OH:20])[CH:17]=[C:16]([C:21]#[C:22][C:23]3[CH:28]=[CH:27][C:26]([Cl:29])=[CH:25][CH:24]=3)[CH:15]=2)=[CH:9][C:8]=1[Cl:30])[CH3:2].[N:32]1([CH2:38][C:39]2[CH:44]=[CH:43][C:42]([CH2:45]O)=[CH:41][CH:40]=2)[CH2:37][CH2:36][O:35][CH2:34][CH2:33]1.C(P(CCCC)CCCC)CCC.N(C(N1CCCCC1)=O)=NC(N1CCCCC1)=O. Product: [CH2:1]([O:3][C:4](=[O:31])[CH2:5][O:6][C:7]1[CH:12]=[CH:11][C:10]([S:13][C:14]2[CH:19]=[C:18]([O:20][CH2:45][C:42]3[CH:41]=[CH:40][C:39]([CH2:38][N:32]4[CH2:37][CH2:36][O:35][CH2:34][CH2:33]4)=[CH:44][CH:43]=3)[CH:17]=[C:16]([C:21]#[C:22][C:23]3[CH:24]=[CH:25][C:26]([Cl:29])=[CH:27][CH:28]=3)[CH:15]=2)=[CH:9][C:8]=1[Cl:30])[CH3:2]. The catalyst class is: 1.